The task is: Predict the product of the given reaction.. This data is from Forward reaction prediction with 1.9M reactions from USPTO patents (1976-2016). (1) Given the reactants [N+:1]([O-:4])(O)=[O:2].[Cl:5][C:6]1[CH:17]=[CH:16][CH:15]=[CH:14][C:7]=1[O:8][C:9]1[S:13][CH:12]=[N:11][CH:10]=1.C(=O)([O-])[O-].[Na+].[Na+], predict the reaction product. The product is: [Cl:5][C:6]1[CH:17]=[C:16]([N+:1]([O-:4])=[O:2])[CH:15]=[CH:14][C:7]=1[O:8][C:9]1[S:13][CH:12]=[N:11][CH:10]=1. (2) The product is: [CH3:1][C:2]1[C:3]([N:13]2[CH2:14][CH2:15][N:16]([CH2:19][CH2:20][S:21]([CH3:24])(=[O:22])=[O:23])[CH2:17][CH2:18]2)=[CH:4][C:5]([O:11][CH3:12])=[C:6]([NH2:8])[CH:7]=1. Given the reactants [CH3:1][C:2]1[CH:7]=[C:6]([N+:8]([O-])=O)[C:5]([O:11][CH3:12])=[CH:4][C:3]=1[N:13]1[CH2:18][CH2:17][N:16]([CH2:19][CH2:20][S:21]([CH3:24])(=[O:23])=[O:22])[CH2:15][CH2:14]1, predict the reaction product. (3) Given the reactants [F:1][C:2]1[N:7]=[CH:6][C:5]([NH2:8])=[CH:4][CH:3]=1.C([Mg]Cl)(C)C.[CH:14]([C:17]1[NH:21][N:20]=[C:19]([NH:22][C:23]2[C:24]3[CH2:40][CH2:39][CH2:38][C:25]=3[N:26]=[C:27]([N:29]3[CH2:33][CH2:32][CH2:31][CH:30]3[C:34](OC)=[O:35])[N:28]=2)[CH:18]=1)([CH3:16])[CH3:15], predict the reaction product. The product is: [F:1][C:2]1[N:7]=[CH:6][C:5]([NH:8][C:34]([C@@H:30]2[CH2:31][CH2:32][CH2:33][N:29]2[C:27]2[N:28]=[C:23]([NH:22][C:19]3[CH:18]=[C:17]([CH:14]([CH3:16])[CH3:15])[NH:21][N:20]=3)[C:24]3[CH2:40][CH2:39][CH2:38][C:25]=3[N:26]=2)=[O:35])=[CH:4][CH:3]=1. (4) Given the reactants C[Si](I)(C)C.[Br:6][C:7]1[CH:8]=[C:9]2[C:13](=[CH:14][C:15]=1[C:16]1[CH:21]=[CH:20][C:19]([O:22]CC3C=CC=CC=3)=[CH:18][CH:17]=1)[NH:12][N:11]=[C:10]2[NH:30][C:31](=[O:35])[CH2:32][CH2:33][CH3:34], predict the reaction product. The product is: [Br:6][C:7]1[CH:8]=[C:9]2[C:13](=[CH:14][C:15]=1[C:16]1[CH:17]=[CH:18][C:19]([OH:22])=[CH:20][CH:21]=1)[NH:12][N:11]=[C:10]2[NH:30][C:31](=[O:35])[CH2:32][CH2:33][CH3:34]. (5) Given the reactants C([O:3][P:4]([CH2:9][CH2:10][CH2:11][O:12][C:13]1[CH:18]=[CH:17][C:16]([N:19]([C:28]2[CH:33]=[CH:32][C:31]([N:34]([C:43]3[CH:48]=[CH:47][C:46]([O:49][CH3:50])=[CH:45][CH:44]=3)[C:35]3[CH:40]=[CH:39][C:38]([O:41][CH3:42])=[CH:37][CH:36]=3)=[CH:30][CH:29]=2)[C:20]2[CH:25]=[CH:24][C:23]([O:26][CH3:27])=[CH:22][CH:21]=2)=[CH:15][CH:14]=1)(=[O:8])[O:5]CC)C.Br[Si](C)(C)C, predict the reaction product. The product is: [CH3:50][O:49][C:46]1[CH:47]=[CH:48][C:43]([N:34]([C:35]2[CH:36]=[CH:37][C:38]([O:41][CH3:42])=[CH:39][CH:40]=2)[C:31]2[CH:30]=[CH:29][C:28]([N:19]([C:20]3[CH:25]=[CH:24][C:23]([O:26][CH3:27])=[CH:22][CH:21]=3)[C:16]3[CH:17]=[CH:18][C:13]([O:12][CH2:11][CH2:10][CH2:9][P:4](=[O:3])([OH:8])[OH:5])=[CH:14][CH:15]=3)=[CH:33][CH:32]=2)=[CH:44][CH:45]=1. (6) Given the reactants CC1(C)CCCC(C)(C)N1.C([Li])CCC.[Br:16][C:17]1[CH:22]=[CH:21][C:20]([C:23]([F:26])([F:25])[F:24])=[C:19]([F:27])[CH:18]=1.C1C[O:31][CH2:30]C1, predict the reaction product. The product is: [Br:16][C:17]1[C:18]([CH:30]=[O:31])=[C:19]([F:27])[C:20]([C:23]([F:25])([F:24])[F:26])=[CH:21][CH:22]=1. (7) Given the reactants [CH2:1]([O:8][C:9]1[CH:14]=[CH:13][C:12]([O:15][CH2:16][C:17]2[CH:22]=[CH:21][CH:20]=[CH:19][CH:18]=2)=[CH:11][C:10]=1C(=O)C)[C:2]1[CH:7]=[CH:6][CH:5]=[CH:4][CH:3]=1.[C:26]([O:29]O)(=[O:28])[CH3:27], predict the reaction product. The product is: [CH2:1]([O:8][C:9]1[CH:14]=[CH:13][C:12]([O:15][CH2:16][C:17]2[CH:22]=[CH:21][CH:20]=[CH:19][CH:18]=2)=[CH:11][C:10]=1[O:29][C:26](=[O:28])[CH3:27])[C:2]1[CH:3]=[CH:4][CH:5]=[CH:6][CH:7]=1.